From a dataset of Forward reaction prediction with 1.9M reactions from USPTO patents (1976-2016). Predict the product of the given reaction. (1) Given the reactants [CH2:1]([N:8]1[CH2:13][CH2:12][P:11](=[O:25])([C:14]2[CH:19]=[CH:18][C:17]([N+:20]([O-])=O)=[C:16]([O:23][CH3:24])[CH:15]=2)[CH2:10][CH2:9]1)[C:2]1[CH:7]=[CH:6][CH:5]=[CH:4][CH:3]=1.C(O)C.Cl, predict the reaction product. The product is: [CH2:1]([N:8]1[CH2:9][CH2:10][P:11]([C:14]2[CH:19]=[CH:18][C:17]([NH2:20])=[C:16]([O:23][CH3:24])[CH:15]=2)(=[O:25])[CH2:12][CH2:13]1)[C:2]1[CH:7]=[CH:6][CH:5]=[CH:4][CH:3]=1. (2) Given the reactants [CH3:1][C:2]1([CH3:15])[NH:7][CH2:6][CH2:5][N:4]([C:8]([O:10][C:11]([CH3:14])([CH3:13])[CH3:12])=[O:9])[CH2:3]1.[C:16]1(=O)[CH2:19][CH2:18][CH2:17]1.C(O[BH-](OC(=O)C)OC(=O)C)(=O)C.[Na+], predict the reaction product. The product is: [CH:16]1([N:7]2[CH2:6][CH2:5][N:4]([C:8]([O:10][C:11]([CH3:14])([CH3:13])[CH3:12])=[O:9])[CH2:3][C:2]2([CH3:15])[CH3:1])[CH2:19][CH2:18][CH2:17]1. (3) Given the reactants [CH3:1][C:2]1([C:8]2[CH:13]=[CH:12][C:11]([S:14](Cl)(=[O:16])=[O:15])=[CH:10][CH:9]=2)[CH2:7][CH2:6][O:5][CH2:4][CH2:3]1.[NH2:18][C:19]1[CH:24]=[CH:23][C:22]([Cl:25])=[CH:21][C:20]=1[C:26]([C:28]1[C:29]([CH3:34])=[N:30][CH:31]=[CH:32][CH:33]=1)=[O:27], predict the reaction product. The product is: [Cl:25][C:22]1[CH:23]=[CH:24][C:19]([NH:18][S:14]([C:11]2[CH:12]=[CH:13][C:8]([C:2]3([CH3:1])[CH2:7][CH2:6][O:5][CH2:4][CH2:3]3)=[CH:9][CH:10]=2)(=[O:16])=[O:15])=[C:20]([C:26]([C:28]2[C:29]([CH3:34])=[N:30][CH:31]=[CH:32][CH:33]=2)=[O:27])[CH:21]=1. (4) Given the reactants [C:1]([O:5][C:6]([N:8]([CH2:35][CH2:36][C:37]1[CH:42]=[CH:41][CH:40]=[CH:39][N:38]=1)[C:9]1[CH:34]=[CH:33][C:12]([NH:13][C:14]([C:16]2[CH:21]=[CH:20][CH:19]=[CH:18][C:17]=2[C:22]2[CH:27]=[CH:26][C:25]([O:28][CH2:29][C:30](O)=[O:31])=[CH:24][CH:23]=2)=[O:15])=[CH:11][CH:10]=1)=[O:7])([CH3:4])([CH3:3])[CH3:2].[CH3:43][S:44]([NH2:47])(=[O:46])=[O:45].CCN=C=NCCCN(C)C.Cl.S([O-])(O)(=O)=O.[K+], predict the reaction product. The product is: [C:1]([O:5][C:6]([N:8]([CH2:35][CH2:36][C:37]1[CH:42]=[CH:41][CH:40]=[CH:39][N:38]=1)[C:9]1[CH:10]=[CH:11][C:12]([NH:13][C:14]([C:16]2[CH:21]=[CH:20][CH:19]=[CH:18][C:17]=2[C:22]2[CH:23]=[CH:24][C:25]([O:28][CH2:29][C:30]([NH:47][S:44]([CH3:43])(=[O:46])=[O:45])=[O:31])=[CH:26][CH:27]=2)=[O:15])=[CH:33][CH:34]=1)=[O:7])([CH3:3])([CH3:2])[CH3:4]. (5) Given the reactants P(O[C:29]1[CH:34]=[CH:33][CH:32]=[CH:31][C:30]=1[C:35]1[CH:40]=[CH:39][CH:38]=[CH:37][CH:36]=1)(O[C:40]1[CH:39]=[CH:38][CH:37]=[CH:36][C:35]=1[C:30]1[CH:29]=[CH:34][CH:33]=[CH:32][CH:31]=1)O[C:40]1[CH:39]=[CH:38][CH:37]=[CH:36][C:35]=1[C:30]1[CH:29]=[CH:34][CH:33]=[CH:32][CH:31]=1.[O-]CC.C([Al+]CC)C, predict the reaction product. The product is: [CH:31]1[CH2:30][CH2:35][CH2:40][CH2:39][CH:38]=[CH:37][CH:36]=1.[CH:34]1[CH2:33][CH2:32][CH2:31][CH2:30][CH2:35][CH2:40][CH:39]=[CH:38][CH:37]=[CH:36][CH:29]=1. (6) Given the reactants [CH3:1][O:2][C:3]1[CH:4]=[C:5]2[C:10](=[CH:11][C:12]=1[O:13][CH3:14])[N:9]=[C:8]([CH:15]=O)[CH:7]=[N:6]2.COF.ClCCCl.[CH:24]1([NH2:30])[CH2:29][CH2:28][CH2:27][CH2:26][CH2:25]1.[BH4-].[Na+], predict the reaction product. The product is: [CH:24]1([NH:30][CH2:15][C:8]2[CH:7]=[N:6][C:5]3[C:10](=[CH:11][C:12]([O:13][CH3:14])=[C:3]([O:2][CH3:1])[CH:4]=3)[N:9]=2)[CH2:29][CH2:28][CH2:27][CH2:26][CH2:25]1. (7) Given the reactants O[C:2]1([CH2:26][O:27][CH2:28][CH3:29])[CH2:7][CH2:6][N:5]([C:8]2[CH:13]=[CH:12][C:11]([N:14]3[CH2:18][C@H:17]([CH2:19][NH:20][C:21](=[O:23])[CH3:22])[O:16][C:15]3=[O:24])=[CH:10][C:9]=2[F:25])[CH2:4][CH2:3]1.CCN(S(F)(F)[F:36])CC, predict the reaction product. The product is: [F:36][C:2]1([CH2:26][O:27][CH2:28][CH3:29])[CH2:7][CH2:6][N:5]([C:8]2[CH:13]=[CH:12][C:11]([N:14]3[CH2:18][C@H:17]([CH2:19][NH:20][C:21](=[O:23])[CH3:22])[O:16][C:15]3=[O:24])=[CH:10][C:9]=2[F:25])[CH2:4][CH2:3]1.